Task: Predict the product of the given reaction.. Dataset: Forward reaction prediction with 1.9M reactions from USPTO patents (1976-2016) (1) Given the reactants [CH3:1][OH:2].[OH-].[K+].[S:5]1([CH2:11][CH:10]=[CH:9][CH2:8]1)(=[O:7])=[O:6].Cl, predict the reaction product. The product is: [CH3:1][O:2][CH:9]1[CH2:10][CH2:11][S:5](=[O:7])(=[O:6])[CH2:8]1. (2) Given the reactants Br[C:2]1[CH:7]=[CH:6][C:5]([C:8]2[C:14]3[CH:15]=[C:16]([O:21][CH3:22])[C:17]([O:19][CH3:20])=[CH:18][C:13]=3[CH2:12][CH:11]([CH3:23])[N:10]([C:24]([NH:26][CH3:27])=[O:25])[N:9]=2)=[CH:4][CH:3]=1.C1(P(C2CCCCC2)C2C=CC=CC=2C2[C:42]([N:47]([CH3:49])C)=[CH:43][CH:44]=[CH:45][CH:46]=2)CCCCC1.CC(C)([O-])C.[Na+].Cl.C1C2(CCC2)CN1, predict the reaction product. The product is: [CH2:42]1[C:43]2([CH2:44][CH2:45][CH2:46]2)[CH2:49][N:47]1[C:2]1[CH:7]=[CH:6][C:5]([C:8]2[C:14]3[CH:15]=[C:16]([O:21][CH3:22])[C:17]([O:19][CH3:20])=[CH:18][C:13]=3[CH2:12][CH:11]([CH3:23])[N:10]([C:24]([NH:26][CH3:27])=[O:25])[N:9]=2)=[CH:4][CH:3]=1. (3) Given the reactants Cl[C:2]1[C:7]([Cl:8])=[CH:6][C:5]([C:9]([F:12])([F:11])[F:10])=[CH:4][N:3]=1.[CH3:13][N:14]1[C:18]2[CH:19]=[CH:20][C:21]([CH2:23][NH:24][S:25]([C:28]3[CH:37]=[CH:36][C:31]([C:32]([O:34][CH3:35])=[O:33])=[CH:30][CH:29]=3)(=[O:27])=[O:26])=[CH:22][C:17]=2[N:16]=[N:15]1, predict the reaction product. The product is: [Cl:8][C:7]1[C:2]([N:24]([CH2:23][C:21]2[CH:20]=[CH:19][C:18]3[N:14]([CH3:13])[N:15]=[N:16][C:17]=3[CH:22]=2)[S:25]([C:28]2[CH:29]=[CH:30][C:31]([C:32]([O:34][CH3:35])=[O:33])=[CH:36][CH:37]=2)(=[O:27])=[O:26])=[N:3][CH:4]=[C:5]([C:9]([F:12])([F:11])[F:10])[CH:6]=1. (4) Given the reactants C[O:2][C:3]1[CH:8]=[CH:7][C:6]([C:9]2[CH:10]=[CH:11][CH:12]=[C:13]3[C:17]=2[N:16]([CH2:18][CH2:19][CH3:20])[N:15]=[C:14]3[C:21]2[CH:26]=[CH:25][C:24]([O:27]C)=[CH:23][CH:22]=2)=[CH:5][CH:4]=1.ClC1C=CC=C2C=1N(CCC)N=C2C1C=CC(OC)=CC=1.COC1C=CC([Mg]Br)=CC=1, predict the reaction product. The product is: [OH:27][C:24]1[CH:23]=[CH:22][C:21]([C:14]2[C:13]3[C:17](=[C:9]([C:6]4[CH:7]=[CH:8][C:3]([OH:2])=[CH:4][CH:5]=4)[CH:10]=[CH:11][CH:12]=3)[N:16]([CH2:18][CH2:19][CH3:20])[N:15]=2)=[CH:26][CH:25]=1.